From a dataset of Reaction yield outcomes from USPTO patents with 853,638 reactions. Predict the reaction yield, written as a fraction of the theoretical maximum amount of product (1.0 means a 100% yield; for example, 0.34 means a 34% yield). (1) The reactants are [Br:1][C:2]1[C:7]([O:8]C)=[C:6]([NH:10][C:11](=[O:16])[C:12]([CH3:15])([CH3:14])[CH3:13])[C:5]([C:17]#[N:18])=[C:4]([CH3:19])[C:3]=1[C:20]1[CH:25]=[CH:24][CH:23]=[C:22]([N+:26]([O-:28])=[O:27])[CH:21]=1.BrB(Br)Br.C(=O)([O-])[O-].[Na+].[Na+]. The catalyst is ClCCl.O. The product is [Br:1][C:2]1[C:7]([OH:8])=[C:6]([NH:10][C:11](=[O:16])[C:12]([CH3:15])([CH3:13])[CH3:14])[C:5]([C:17]#[N:18])=[C:4]([CH3:19])[C:3]=1[C:20]1[CH:25]=[CH:24][CH:23]=[C:22]([N+:26]([O-:28])=[O:27])[CH:21]=1. The yield is 0.820. (2) The reactants are [C:1]([Si:5]([CH3:27])([CH3:26])[O:6][CH2:7][C:8]1[CH:13]=[C:12](B2OC(C)(C)C(C)(C)O2)[CH:11]=[C:10]([N+:23]([O-:25])=[O:24])[CH:9]=1)([CH3:4])([CH3:3])[CH3:2].Br[C:29]1[S:33][C:32]([C@@:34]2([OH:46])[CH2:39][CH2:38][C@H:37]([C:40]([O:42][CH3:43])=[O:41])[C:36]([CH3:45])([CH3:44])[CH2:35]2)=[N:31][CH:30]=1.C(=O)([O-])[O-].[Cs+].[Cs+].C1(P(C2CCCCC2)C2C=CC=CC=2C2C(C(C)C)=CC(C(C)C)=CC=2C(C)C)CCCCC1. The catalyst is O1CCOCC1.O.C1C=CC(/C=C/C(/C=C/C2C=CC=CC=2)=O)=CC=1.C1C=CC(/C=C/C(/C=C/C2C=CC=CC=2)=O)=CC=1.C1C=CC(/C=C/C(/C=C/C2C=CC=CC=2)=O)=CC=1.[Pd].[Pd]. The product is [Si:5]([O:6][CH2:7][C:8]1[CH:13]=[C:12]([C:29]2[S:33][C:32]([C@@:34]3([OH:46])[CH2:39][CH2:38][C@H:37]([C:40]([O:42][CH3:43])=[O:41])[C:36]([CH3:44])([CH3:45])[CH2:35]3)=[N:31][CH:30]=2)[CH:11]=[C:10]([N+:23]([O-:25])=[O:24])[CH:9]=1)([C:1]([CH3:2])([CH3:3])[CH3:4])([CH3:26])[CH3:27]. The yield is 0.540.